Regression. Given a peptide amino acid sequence and an MHC pseudo amino acid sequence, predict their binding affinity value. This is MHC class I binding data. From a dataset of Peptide-MHC class I binding affinity with 185,985 pairs from IEDB/IMGT. (1) The peptide sequence is IISTNTLGK. The MHC is HLA-A02:01 with pseudo-sequence HLA-A02:01. The binding affinity (normalized) is 0.0847. (2) The peptide sequence is KSRENSTLI. The MHC is HLA-A26:02 with pseudo-sequence HLA-A26:02. The binding affinity (normalized) is 0.0847. (3) The peptide sequence is SQLVSTAWA. The MHC is HLA-B57:01 with pseudo-sequence HLA-B57:01. The binding affinity (normalized) is 0.0847. (4) The peptide sequence is VSGINESADM. The MHC is Mamu-A02 with pseudo-sequence Mamu-A02. The binding affinity (normalized) is 0.452. (5) The peptide sequence is KFKPRFAGV. The MHC is HLA-A68:02 with pseudo-sequence HLA-A68:02. The binding affinity (normalized) is 0.0847. (6) The peptide sequence is SLAIKNYYR. The MHC is HLA-A68:01 with pseudo-sequence HLA-A68:01. The binding affinity (normalized) is 0.190. (7) The peptide sequence is RLNNRPIAV. The MHC is HLA-A02:01 with pseudo-sequence HLA-A02:01. The binding affinity (normalized) is 0.723.